This data is from Catalyst prediction with 721,799 reactions and 888 catalyst types from USPTO. The task is: Predict which catalyst facilitates the given reaction. (1) Product: [OH:53][C@@H:40]([C:41]1[CH:46]=[C:45]([N:47]2[CH:51]=[CH:50][N:49]=[CH:48]2)[CH:44]=[CH:43][C:42]=1[CH3:52])[C:36]1[C:35]([CH3:54])=[CH:34][C:33]([C:32]([OH:55])=[O:31])=[CH:38][C:37]=1[CH3:39]. Reactant: C1([C@H](NCCN[C@@H](C2C=CC=CC=2)C)C)C=CC=CC=1.C(O)CO.C([Zn]CC)C.C[O:31][C:32](=[O:55])[C:33]1[CH:38]=[C:37]([CH3:39])[C:36]([C:40](=[O:53])[C:41]2[CH:46]=[C:45]([N:47]3[CH:51]=[CH:50][N:49]=[CH:48]3)[CH:44]=[CH:43][C:42]=2[CH3:52])=[C:35]([CH3:54])[CH:34]=1.C[SiH](O)C.C[Si](C)(C)C.C[Si](O)(C)C.[OH-].[Na+]. The catalyst class is: 214. (2) Reactant: [OH:1][CH2:2][C:3]1[O:7][N:6]=[C:5]([C:8]2[CH:9]=[CH:10][C:11]([CH3:26])=[C:12]([NH:14][C:15]([C:17]3[N:21]4[CH:22]=[CH:23][CH:24]=[CH:25][C:20]4=[N:19][CH:18]=3)=[O:16])[CH:13]=2)[N:4]=1.CCN(C(C)C)C(C)C.[CH3:36][S:37](Cl)(=[O:39])=[O:38]. Product: [CH3:36][S:37]([O:1][CH2:2][C:3]1[O:7][N:6]=[C:5]([C:8]2[CH:9]=[CH:10][C:11]([CH3:26])=[C:12]([NH:14][C:15]([C:17]3[N:21]4[CH:22]=[CH:23][CH:24]=[CH:25][C:20]4=[N:19][CH:18]=3)=[O:16])[CH:13]=2)[N:4]=1)(=[O:39])=[O:38]. The catalyst class is: 2.